From a dataset of Full USPTO retrosynthesis dataset with 1.9M reactions from patents (1976-2016). Predict the reactants needed to synthesize the given product. (1) Given the product [C:8]([O:12][C:13](=[O:23])[NH:14][C@@H:15]1[CH2:20][CH2:19][CH2:18][CH2:17][C@H:16]1[CH2:21][N:1]1[CH2:7][CH2:6][CH2:5][CH2:4][CH2:3][CH2:2]1)([CH3:11])([CH3:9])[CH3:10], predict the reactants needed to synthesize it. The reactants are: [NH:1]1[CH2:7][CH2:6][CH2:5][CH2:4][CH2:3][CH2:2]1.[C:8]([O:12][C:13](=[O:23])[NH:14][C@@H:15]1[CH2:20][CH2:19][CH2:18][CH2:17][C@H:16]1[CH:21]=O)([CH3:11])([CH3:10])[CH3:9].C(O[BH-](OC(=O)C)OC(=O)C)(=O)C.[Na+].[OH-].[Na+]. (2) Given the product [CH:34]([C@H:19]1[NH:20][C:21](=[O:33])[C@@H:22]2[NH:30][C:31](=[O:32])[C@@H:9]([CH2:8][CH2:7][C:6]([OH:40])=[O:5])[NH:10][C:11](=[O:39])[CH2:12][C@@H:13]([CH:29]=[CH:28][CH2:27][CH2:26][S:25][S:24][CH2:23]2)[O:14][C:15](=[O:38])[CH2:16][NH:17][C:18]1=[O:37])([CH3:36])[CH3:35], predict the reactants needed to synthesize it. The reactants are: C([O:5][C:6](=[O:40])[CH2:7][CH2:8][C@@H:9]1[C:31](=[O:32])[NH:30][C@@H:22]2[CH2:23][S:24][S:25][CH2:26][CH2:27][CH:28]=[CH:29][C@@H:13]([O:14][C:15](=[O:38])[CH2:16][NH:17][C:18](=[O:37])[C@@H:19]([CH:34]([CH3:36])[CH3:35])[NH:20][C:21]2=[O:33])[CH2:12][C:11](=[O:39])[NH:10]1)(C)(C)C.[SiH](CC)(CC)CC.C(O)(C(F)(F)F)=O.CO. (3) Given the product [CH2:1]([N:8]1[CH2:13][CH2:12][CH2:11][CH:10]([C:14]([OH:16])=[O:15])[CH2:9]1)[C:2]1[CH:3]=[CH:4][CH:5]=[CH:6][CH:7]=1, predict the reactants needed to synthesize it. The reactants are: [CH2:1]([N:8]1[CH2:13][CH2:12][CH2:11][CH:10]([C:14]([O:16]CC)=[O:15])[CH2:9]1)[C:2]1[CH:7]=[CH:6][CH:5]=[CH:4][CH:3]=1. (4) Given the product [CH2:1]([N:4]([C@H:5]1[C:13]2[C:8](=[CH:9][CH:10]=[CH:11][CH:12]=2)[CH2:7][CH2:6]1)[C:17](=[O:18])[C:16]([CH3:21])([CH3:20])[CH2:15][Cl:14])[CH:2]=[CH2:3], predict the reactants needed to synthesize it. The reactants are: [CH2:1]([NH:4][C@H:5]1[C:13]2[C:8](=[CH:9][CH:10]=[CH:11][CH:12]=2)[CH2:7][CH2:6]1)[CH:2]=[CH2:3].[Cl:14][CH2:15][C:16]([CH3:21])([CH3:20])[C:17](Cl)=[O:18].